Dataset: Catalyst prediction with 721,799 reactions and 888 catalyst types from USPTO. Task: Predict which catalyst facilitates the given reaction. (1) Reactant: Cl[C:2]([O:4][C:5]1[CH:10]=[CH:9][CH:8]=[CH:7][CH:6]=1)=[O:3].[CH2:11]([O:13][C:14]([C:16]1[C:21]([O:22][CH2:23][CH3:24])=[C:20]([N:25]2[CH2:30][CH2:29][O:28][CH2:27][CH2:26]2)[N:19]=[C:18]([C:31]2[CH:36]=[CH:35][C:34]([NH2:37])=[CH:33][CH:32]=2)[N:17]=1)=[O:15])[CH3:12]. Product: [CH2:11]([O:13][C:14]([C:16]1[C:21]([O:22][CH2:23][CH3:24])=[C:20]([N:25]2[CH2:26][CH2:27][O:28][CH2:29][CH2:30]2)[N:19]=[C:18]([C:31]2[CH:32]=[CH:33][C:34]([NH:37][C:2]([O:4][C:5]3[CH:10]=[CH:9][CH:8]=[CH:7][CH:6]=3)=[O:3])=[CH:35][CH:36]=2)[N:17]=1)=[O:15])[CH3:12]. The catalyst class is: 425. (2) Product: [CH3:36][O:35][CH2:34][CH2:33][CH2:32][O:31][C:28]1[CH:27]=[CH:26][C:25]([CH2:24][C@H:20]([NH:19][C:17]([C@@H:12]2[CH2:13][CH2:14][CH2:15][CH2:16][N:11]2[S:8]([C:4]2[CH:5]=[CH:6][CH:7]=[C:2]([F:1])[CH:3]=2)(=[O:10])=[O:9])=[O:18])[C:21](=[O:22])[NH:38][CH3:37])=[CH:30][CH:29]=1. The catalyst class is: 4. Reactant: [F:1][C:2]1[CH:3]=[C:4]([S:8]([N:11]2[CH2:16][CH2:15][CH2:14][CH2:13][C@H:12]2[C:17]([NH:19][C@@H:20]([CH2:24][C:25]2[CH:30]=[CH:29][C:28]([O:31][CH2:32][CH2:33][CH2:34][O:35][CH3:36])=[CH:27][CH:26]=2)[C:21](O)=[O:22])=[O:18])(=[O:10])=[O:9])[CH:5]=[CH:6][CH:7]=1.[CH3:37][NH2:38].C1COCC1.O. (3) Reactant: Br[C:2]1[N:3]([CH3:28])[CH:4]=[C:5]([C:7]([N:9]([CH:22]2[CH2:27][CH2:26][O:25][CH2:24][CH2:23]2)[CH2:10][C:11]2[CH:16]=[CH:15][CH:14]=[C:13]([O:17][C:18]([F:21])([F:20])[F:19])[CH:12]=2)=[O:8])[N:6]=1.[CH3:29][O-:30].[Na+]. Product: [CH3:29][O:30][C:2]1[N:3]([CH3:28])[CH:4]=[C:5]([C:7]([N:9]([CH:22]2[CH2:27][CH2:26][O:25][CH2:24][CH2:23]2)[CH2:10][C:11]2[CH:16]=[CH:15][CH:14]=[C:13]([O:17][C:18]([F:21])([F:20])[F:19])[CH:12]=2)=[O:8])[N:6]=1. The catalyst class is: 7. (4) Reactant: S([O-])(O)=O.[Na+].C([O:8][C:9]([C:11]1[NH:12][C:13]([CH3:19])=[C:14]([CH:17]=O)[C:15]=1[CH3:16])=[O:10])C.[NH2:20][C:21]1[CH:22]=[C:23]([CH:32]=[CH:33][C:34]=1[NH2:35])[C:24]([C:26]1[CH:31]=[CH:30][CH:29]=[CH:28][CH:27]=1)=[O:25].C(=O)([O-])[O-].[Na+].[Na+]. Product: [C:24]([C:23]1[CH:32]=[CH:33][C:34]2[N:35]=[C:17]([C:14]3[C:15]([CH3:16])=[C:11]([C:9]([OH:8])=[O:10])[NH:12][C:13]=3[CH3:19])[NH:20][C:21]=2[CH:22]=1)(=[O:25])[C:26]1[CH:27]=[CH:28][CH:29]=[CH:30][CH:31]=1. The catalyst class is: 80. (5) Reactant: [CH2:1]([O:3][C:4](=[O:12])[CH:5]([CH3:11])[C:6]([O:8][CH2:9][CH3:10])=[O:7])[CH3:2].[Br:13]Br. Product: [CH2:1]([O:3][C:4](=[O:12])[C:5]([Br:13])([CH3:11])[C:6]([O:8][CH2:9][CH3:10])=[O:7])[CH3:2]. The catalyst class is: 2. (6) Reactant: [Li+].[BH4-].Cl[Si](C)(C)C.[CH3:8][O:9][C:10]1[C:11]([CH3:19])=[C:12]([CH:16]=[CH:17][CH:18]=1)[C:13](O)=[O:14].CO. Product: [CH3:8][O:9][C:10]1[C:11]([CH3:19])=[C:12]([CH2:13][OH:14])[CH:16]=[CH:17][CH:18]=1. The catalyst class is: 7. (7) Reactant: [CH2:1]([C:8]1[C:9](F)=[N:10][CH:11]=[C:12]([CH3:14])[CH:13]=1)[C:2]1[CH:7]=[CH:6][CH:5]=[CH:4][CH:3]=1.Cl.[O:17]1CCOCC1. Product: [CH2:1]([C:8]1[C:9](=[O:17])[NH:10][CH:11]=[C:12]([CH3:14])[CH:13]=1)[C:2]1[CH:7]=[CH:6][CH:5]=[CH:4][CH:3]=1. The catalyst class is: 6. (8) Reactant: [Cl:1][C:2]1[CH:3]=[C:4]([C:14]2[N:15]=[C:16]([CH:27]3[CH2:29][CH2:28]3)[S:17][C:18]=2[C:19]2[CH:24]=[CH:23][N:22]=[C:21]([S:25][CH3:26])[N:20]=2)[C:5]([F:13])=[C:6]([NH:8][S:9]([CH3:12])(=[O:11])=[O:10])[CH:7]=1.C1C=C(Cl)C=C(C(OO)=[O:38])C=1. Product: [Cl:1][C:2]1[CH:3]=[C:4]([C:14]2[N:15]=[C:16]([CH:27]3[CH2:29][CH2:28]3)[S:17][C:18]=2[C:19]2[CH:24]=[CH:23][N:22]=[C:21]([S:25]([CH3:26])=[O:38])[N:20]=2)[C:5]([F:13])=[C:6]([NH:8][S:9]([CH3:12])(=[O:11])=[O:10])[CH:7]=1. The catalyst class is: 2. (9) Reactant: Cl[C:2]1[C:7]([S:8]([C:11]2[CH:16]=[CH:15][C:14]([CH2:17][OH:18])=[CH:13][CH:12]=2)(=[O:10])=[O:9])=[CH:6][CH:5]=[C:4]([CH3:19])[N:3]=1.[CH3:20][C:21]1[CH:27]=[C:26]([CH3:28])[CH:25]=[C:24]([CH3:29])[C:22]=1[NH2:23]. Product: [CH3:19][C:4]1[N:3]=[C:2]([NH:23][C:22]2[C:24]([CH3:29])=[CH:25][C:26]([CH3:28])=[CH:27][C:21]=2[CH3:20])[C:7]([S:8]([C:11]2[CH:16]=[CH:15][C:14]([CH2:17][OH:18])=[CH:13][CH:12]=2)(=[O:10])=[O:9])=[CH:6][CH:5]=1.[CH3:19][C:4]1[N:3]=[C:2]([NH:23][C:22]2[C:24]([CH3:29])=[CH:25][C:26]([CH3:28])=[CH:27][C:21]=2[CH3:20])[C:7]([S:8]([C:11]2[CH:16]=[CH:15][C:14]([CH2:17][NH:23][C:22]3[C:24]([CH3:29])=[CH:25][C:26]([CH3:28])=[CH:27][C:21]=3[CH3:20])=[CH:13][CH:12]=2)(=[O:10])=[O:9])=[CH:6][CH:5]=1. The catalyst class is: 746.